Dataset: Reaction yield outcomes from USPTO patents with 853,638 reactions. Task: Predict the reaction yield, written as a fraction of the theoretical maximum amount of product (1.0 means a 100% yield; for example, 0.34 means a 34% yield). (1) The reactants are [C:1]([C:4]1[CH:11]=[CH:10][C:7]([C:8]#[N:9])=[C:6](F)[CH:5]=1)(=[O:3])[CH3:2].[O:13]1[CH2:18][CH2:17][CH:16]([O:19][CH2:20][CH2:21][O:22][C:23]2[CH:28]=[CH:27][C:26]([OH:29])=[CH:25][CH:24]=2)[CH2:15][CH2:14]1. No catalyst specified. The product is [C:1]([C:4]1[CH:11]=[CH:10][C:7]([C:8]#[N:9])=[C:6]([O:29][C:26]2[CH:27]=[CH:28][C:23]([O:22][CH2:21][CH2:20][O:19][CH:16]3[CH2:17][CH2:18][O:13][CH2:14][CH2:15]3)=[CH:24][CH:25]=2)[CH:5]=1)(=[O:3])[CH3:2]. The yield is 0.550. (2) The reactants are [C:1](Cl)(=[O:8])[C:2]1[CH:7]=[CH:6][CH:5]=[CH:4][CH:3]=1.[Cl-].[Al+3].[Cl-].[Cl-].[CH3:14][C:15]1[CH:19]=[C:18]([CH3:20])[NH:17][C:16]=1[C:21]([O:23]CC)=[O:22]. The product is [C:1]([C:19]1[C:15]([CH3:14])=[C:16]([C:21]([OH:23])=[O:22])[NH:17][C:18]=1[CH3:20])(=[O:8])[C:2]1[CH:7]=[CH:6][CH:5]=[CH:4][CH:3]=1. The catalyst is ClC(Cl)C. The yield is 0.510. (3) The reactants are Cl.[NH2:2][C:3]1[CH:4]=[C:5]([N:17]([CH3:21])[C:18](=[O:20])[CH3:19])[CH:6]=[CH:7][C:8]=1[NH:9][CH2:10][CH:11]1[CH2:16][CH2:15][O:14][CH2:13][CH2:12]1.[F:22][C:23]([F:28])([F:27])[C:24](O)=O. No catalyst specified. The product is [CH3:21][N:17]([C:5]1[CH:6]=[CH:7][C:8]2[N:9]([CH2:10][CH:11]3[CH2:12][CH2:13][O:14][CH2:15][CH2:16]3)[C:24]([C:23]([F:28])([F:27])[F:22])=[N:2][C:3]=2[CH:4]=1)[C:18](=[O:20])[CH3:19]. The yield is 0.900.